This data is from Forward reaction prediction with 1.9M reactions from USPTO patents (1976-2016). The task is: Predict the product of the given reaction. Given the reactants Br[C:2]1[CH:7]=[CH:6][C:5]([C:8]2([NH:16][C:17](=[O:23])[O:18][C:19]([CH3:22])([CH3:21])[CH3:20])[CH2:11][C:10]3([O:15][CH2:14][CH2:13][O:12]3)[CH2:9]2)=[CH:4][CH:3]=1.[CH3:24][N:25](C=O)C, predict the reaction product. The product is: [C:24]([C:2]1[CH:7]=[CH:6][C:5]([C:8]2([NH:16][C:17](=[O:23])[O:18][C:19]([CH3:22])([CH3:21])[CH3:20])[CH2:11][C:10]3([O:12][CH2:13][CH2:14][O:15]3)[CH2:9]2)=[CH:4][CH:3]=1)#[N:25].